Dataset: Peptide-MHC class II binding affinity with 134,281 pairs from IEDB. Task: Regression. Given a peptide amino acid sequence and an MHC pseudo amino acid sequence, predict their binding affinity value. This is MHC class II binding data. (1) The peptide sequence is PELVPEDPEDSA. The MHC is DRB1_0401 with pseudo-sequence DRB1_0401. The binding affinity (normalized) is 0.109. (2) The peptide sequence is SCDLELSWNLNGLQAY. The MHC is HLA-DQA10101-DQB10501 with pseudo-sequence HLA-DQA10101-DQB10501. The binding affinity (normalized) is 0.594. (3) The peptide sequence is RSHDVLTVQFLILGM. The MHC is DRB1_1101 with pseudo-sequence DRB1_1101. The binding affinity (normalized) is 0.380. (4) The peptide sequence is EHGSDEWVAMTKGEGGVWTF. The MHC is DRB1_1501 with pseudo-sequence DRB1_1501. The binding affinity (normalized) is 0.239.